This data is from Catalyst prediction with 721,799 reactions and 888 catalyst types from USPTO. The task is: Predict which catalyst facilitates the given reaction. (1) Reactant: F[C:2]1[CH:7]=[CH:6][C:5]([N+:8]([O-:10])=[O:9])=[CH:4][CH:3]=1.[CH3:11][N:12]1[CH2:17][CH2:16][NH:15][CH2:14][CH2:13]1. Product: [CH3:11][N:12]1[CH2:17][CH2:16][N:15]([C:2]2[CH:7]=[CH:6][C:5]([N+:8]([O-:10])=[O:9])=[CH:4][CH:3]=2)[CH2:14][CH2:13]1. The catalyst class is: 16. (2) Reactant: [NH2:1][C:2]1[N:7]=[C:6]([S:8][CH2:9][CH2:10][NH:11]C(=O)OC(C)(C)C)[CH:5]=[CH:4][C:3]=1[N+:19]([O-:21])=[O:20].[F:22][C:23]([F:28])([F:27])[C:24]([OH:26])=[O:25]. Product: [F:22][C:23]([F:28])([F:27])[C:24]([OH:26])=[O:25].[NH2:11][CH2:10][CH2:9][S:8][C:6]1[N:7]=[C:2]([NH2:1])[C:3]([N+:19]([O-:21])=[O:20])=[CH:4][CH:5]=1. The catalyst class is: 4. (3) Reactant: [Br:1][C:2]1[CH:3]=[C:4]([NH:13][CH:14]2[CH2:19][CH2:18][O:17][CH2:16][CH2:15]2)[C:5]([CH3:12])=[C:6]([CH:11]=1)[C:7]([O:9][CH3:10])=[O:8].[C:20](=O)([O-])[O-].[Cs+].[Cs+].CI. Product: [Br:1][C:2]1[CH:3]=[C:4]([N:13]([CH3:20])[CH:14]2[CH2:19][CH2:18][O:17][CH2:16][CH2:15]2)[C:5]([CH3:12])=[C:6]([CH:11]=1)[C:7]([O:9][CH3:10])=[O:8]. The catalyst class is: 10. (4) Reactant: [OH-].[Na+].C[O:4][C:5](=[O:13])[C:6]1[CH:11]=[CH:10][N:9]=[CH:8][C:7]=1[I:12].Cl. Product: [I:12][C:7]1[CH:8]=[N:9][CH:10]=[CH:11][C:6]=1[C:5]([OH:13])=[O:4]. The catalyst class is: 6. (5) Reactant: [Cl:1][C:2]1[CH:3]=[C:4]([CH2:8][C:9]([O:11][CH3:12])=[O:10])[CH:5]=[CH:6][CH:7]=1.[N+:13]([O-])([OH:15])=[O:14]. Product: [Cl:1][C:2]1[CH:3]=[C:4]([CH2:8][C:9]([O:11][CH3:12])=[O:10])[CH:5]=[CH:6][C:7]=1[N+:13]([O-:15])=[O:14]. The catalyst class is: 82. (6) Reactant: [CH3:1][C:2]1[CH:11]=[CH:10][C:5]2[O:6][CH2:7][CH2:8][O:9][C:4]=2[CH:3]=1.[N+:12]([O-])([OH:14])=[O:13]. Product: [CH3:1][C:2]1[C:11]([N+:12]([O-:14])=[O:13])=[CH:10][C:5]2[O:6][CH2:7][CH2:8][O:9][C:4]=2[CH:3]=1. The catalyst class is: 15. (7) Reactant: [CH3:1][O:2][C:3]1[C:7]2[C:8](=[O:25])[N:9]([CH2:16][C:17](=[O:24])[C:18]3[CH:23]=[CH:22][CH:21]=[CH:20][CH:19]=3)[C:10]3[CH:11]=[CH:12][CH:13]=[CH:14][C:15]=3[C:6]=2[N:5]([CH3:26])[C:4]=1[C:27]([NH:29][CH:30]1[CH2:34][CH2:33][NH:32][CH2:31]1)=[O:28].C(N(CC)CC)C.C1COCC1.C([O:50][CH2:51][C:52](Cl)=[O:53])(=O)C. Product: [OH:53][CH2:52][C:51]([N:32]1[CH2:33][CH2:34][CH:30]([NH:29][C:27]([C:4]2[N:5]([CH3:26])[C:6]3[C:15]4[CH:14]=[CH:13][CH:12]=[CH:11][C:10]=4[N:9]([CH2:16][C:17](=[O:24])[C:18]4[CH:23]=[CH:22][CH:21]=[CH:20][CH:19]=4)[C:8](=[O:25])[C:7]=3[C:3]=2[O:2][CH3:1])=[O:28])[CH2:31]1)=[O:50]. The catalyst class is: 13.